Dataset: NCI-60 drug combinations with 297,098 pairs across 59 cell lines. Task: Regression. Given two drug SMILES strings and cell line genomic features, predict the synergy score measuring deviation from expected non-interaction effect. (1) Drug 1: COC1=CC(=CC(=C1O)OC)C2C3C(COC3=O)C(C4=CC5=C(C=C24)OCO5)OC6C(C(C7C(O6)COC(O7)C8=CC=CS8)O)O. Drug 2: CCCCC(=O)OCC(=O)C1(CC(C2=C(C1)C(=C3C(=C2O)C(=O)C4=C(C3=O)C=CC=C4OC)O)OC5CC(C(C(O5)C)O)NC(=O)C(F)(F)F)O. Cell line: 786-0. Synergy scores: CSS=36.9, Synergy_ZIP=-0.177, Synergy_Bliss=0.810, Synergy_Loewe=2.50, Synergy_HSA=2.86. (2) Drug 1: CN1C(=O)N2C=NC(=C2N=N1)C(=O)N. Drug 2: C1CN1C2=NC(=NC(=N2)N3CC3)N4CC4. Cell line: K-562. Synergy scores: CSS=39.3, Synergy_ZIP=-8.66, Synergy_Bliss=-5.95, Synergy_Loewe=-16.4, Synergy_HSA=1.19. (3) Drug 1: C1=CC(=C2C(=C1NCCNCCO)C(=O)C3=C(C=CC(=C3C2=O)O)O)NCCNCCO. Drug 2: CCC1(CC2CC(C3=C(CCN(C2)C1)C4=CC=CC=C4N3)(C5=C(C=C6C(=C5)C78CCN9C7C(C=CC9)(C(C(C8N6C)(C(=O)OC)O)OC(=O)C)CC)OC)C(=O)OC)O.OS(=O)(=O)O. Cell line: RXF 393. Synergy scores: CSS=42.5, Synergy_ZIP=1.17, Synergy_Bliss=1.32, Synergy_Loewe=5.55, Synergy_HSA=6.94.